From a dataset of Full USPTO retrosynthesis dataset with 1.9M reactions from patents (1976-2016). Predict the reactants needed to synthesize the given product. (1) Given the product [CH3:5][O:6][C:7]1[N:8]=[CH:9][C:10]([CH:11]([NH2:12])[CH2:1][CH3:2])=[CH:13][CH:14]=1, predict the reactants needed to synthesize it. The reactants are: [CH2:1]([Mg]Br)[CH3:2].[CH3:5][O:6][C:7]1[CH:14]=[CH:13][C:10]([C:11]#[N:12])=[CH:9][N:8]=1.CO.[BH4-].[Na+]. (2) Given the product [C:1]([N:4]1[CH2:9][CH2:8][N:7]([C:10]2[N:11]=[C:12]([N:23]3[CH2:27][CH2:26][CH2:25][C@@H:24]3[C:28]3[CH:33]=[CH:32][C:31]([O:34][CH2:43][CH3:44])=[C:30]([F:35])[CH:29]=3)[C:13]3[CH2:18][N:17]([CH:19]([CH3:21])[CH3:20])[C:16](=[O:22])[C:14]=3[N:15]=2)[CH2:6][CH2:5]1)(=[O:3])[CH3:2], predict the reactants needed to synthesize it. The reactants are: [C:1]([N:4]1[CH2:9][CH2:8][N:7]([C:10]2[N:11]=[C:12]([N:23]3[CH2:27][CH2:26][CH2:25][C@@H:24]3[C:28]3[CH:33]=[CH:32][C:31]([OH:34])=[C:30]([F:35])[CH:29]=3)[C:13]3[CH2:18][N:17]([CH:19]([CH3:21])[CH3:20])[C:16](=[O:22])[C:14]=3[N:15]=2)[CH2:6][CH2:5]1)(=[O:3])[CH3:2].C([O-])([O-])=O.[K+].[K+].I[CH2:43][CH3:44].O. (3) Given the product [NH:26]1[C:23]2=[N:24][CH:25]=[C:20]([C:17]3[CH:18]=[CH:19][C:14]([CH2:13][C:12]([NH:11][C:8]4[CH:7]=[C:6]([C:3]([CH3:5])([CH3:4])[C:2]([F:1])([F:38])[F:39])[O:10][N:9]=4)=[O:37])=[CH:15][CH:16]=3)[CH:21]=[C:22]2[CH:28]=[N:27]1, predict the reactants needed to synthesize it. The reactants are: [F:1][C:2]([F:39])([F:38])[C:3]([C:6]1[O:10][N:9]=[C:8]([NH:11][C:12](=[O:37])[CH2:13][C:14]2[CH:19]=[CH:18][C:17]([C:20]3[CH:21]=[C:22]4[CH:28]=[N:27][N:26](COCC[Si](C)(C)C)[C:23]4=[N:24][CH:25]=3)=[CH:16][CH:15]=2)[CH:7]=1)([CH3:5])[CH3:4].C(O)(C(F)(F)F)=O. (4) Given the product [OH:3][CH2:4][CH2:6][CH2:7][C:8]1[CH:9]=[CH:10][C:11]([CH:14]2[CH2:19][CH2:18][N:17]([C:20]([O:22][C:23]([CH3:24])([CH3:25])[CH3:26])=[O:21])[CH2:16][CH:15]2[O:27][CH2:28][C:29]2[CH:38]=[CH:37][C:36]3[C:31](=[CH:32][CH:33]=[CH:34][CH:35]=3)[CH:30]=2)=[CH:12][CH:13]=1, predict the reactants needed to synthesize it. The reactants are: C([O:3][C:4]([CH2:6][CH2:7][C:8]1[CH:13]=[CH:12][C:11]([CH:14]2[CH2:19][CH2:18][N:17]([C:20]([O:22][C:23]([CH3:26])([CH3:25])[CH3:24])=[O:21])[CH2:16][CH:15]2[O:27][CH2:28][C:29]2[CH:38]=[CH:37][C:36]3[C:31](=[CH:32][CH:33]=[CH:34][CH:35]=3)[CH:30]=2)=[CH:10][CH:9]=1)=O)C.[BH4-].[Li+]. (5) Given the product [CH:38]1([N:33]2[C:32](=[O:44])[C:31]([NH:30][C:15]([C:12]3[C:11]([CH3:18])=[C:10]([C:7]4[CH2:8][CH2:9][CH:4]([CH:1]([CH3:2])[CH3:3])[CH2:5][CH:6]=4)[O:14][N:13]=3)=[O:17])=[C:35]([CH3:36])[N:34]2[CH3:37])[CH2:39][CH2:40][CH2:41][CH2:42][CH2:43]1, predict the reactants needed to synthesize it. The reactants are: [CH:1]([CH:4]1[CH2:9][CH2:8][C:7]([C:10]2[O:14][N:13]=[C:12]([C:15]([OH:17])=O)[C:11]=2[CH3:18])=[CH:6][CH2:5]1)([CH3:3])[CH3:2].CN(C=O)C.C(Cl)(=O)C(Cl)=O.[NH2:30][C:31]1[C:32](=[O:44])[N:33]([CH:38]2[CH2:43][CH2:42][CH2:41][CH2:40][CH2:39]2)[N:34]([CH3:37])[C:35]=1[CH3:36].C(N(CC)CC)C. (6) Given the product [F:25][C:21]1[CH:20]=[C:19]([N:18]([CH3:17])[C:1](=[O:3])[C:4]2[CH:11]=[CH:10][CH:9]=[C:6]([CH:7]=[O:8])[CH:5]=2)[CH:24]=[CH:23][CH:22]=1, predict the reactants needed to synthesize it. The reactants are: [C:1]([C:4]1[CH:5]=[C:6]([CH:9]=[CH:10][CH:11]=1)[CH:7]=[O:8])([OH:3])=O.S(Cl)(Cl)=O.Cl.[CH3:17][NH:18][C:19]1[CH:24]=[CH:23][CH:22]=[C:21]([F:25])[CH:20]=1.C(N(CC)CC)C. (7) Given the product [Cl:8][C:6]1[N:5]=[C:4]([NH2:9])[N:3]=[C:2]([NH:16][CH:13]2[CH2:14][CH2:15][O:10][CH2:11][CH2:12]2)[CH:7]=1, predict the reactants needed to synthesize it. The reactants are: Cl[C:2]1[CH:7]=[C:6]([Cl:8])[N:5]=[C:4]([NH2:9])[N:3]=1.[O:10]1[CH2:15][CH2:14][CH:13]([NH2:16])[CH2:12][CH2:11]1.CCN(C(C)C)C(C)C.